This data is from Peptide-MHC class I binding affinity with 185,985 pairs from IEDB/IMGT. The task is: Regression. Given a peptide amino acid sequence and an MHC pseudo amino acid sequence, predict their binding affinity value. This is MHC class I binding data. The peptide sequence is FPREGVFVF. The MHC is BoLA-D18.4 with pseudo-sequence BoLA-D18.4. The binding affinity (normalized) is 0.0641.